This data is from Full USPTO retrosynthesis dataset with 1.9M reactions from patents (1976-2016). The task is: Predict the reactants needed to synthesize the given product. (1) Given the product [NH2:19][C:16]1[CH:17]=[CH:18][C:13]([CH2:12][O:11][C:6]2[CH:5]=[CH:4][C:3]([C:22](=[O:24])[CH3:23])=[C:2]([OH:1])[C:7]=2[CH2:8][CH2:9][CH3:10])=[CH:14][CH:15]=1, predict the reactants needed to synthesize it. The reactants are: [OH:1][C:2]1[C:7]([CH2:8][CH2:9][CH3:10])=[C:6]([O:11][CH2:12][C:13]2[CH:18]=[CH:17][C:16]([N+:19]([O-])=O)=[CH:15][CH:14]=2)[CH:5]=[CH:4][C:3]=1[C:22](=[O:24])[CH3:23].Cl. (2) Given the product [Si:18]([O:17][C:9]([C@@H:5]1[CH2:6][CH2:7][CH2:8][C@H:4]1[C:1]([OH:3])([CH3:27])[CH3:2])([C:12]1[S:13][CH:14]=[CH:15][N:16]=1)[C:10]#[N:11])([C:21]([CH3:24])([CH3:23])[CH3:22])([CH3:20])[CH3:19], predict the reactants needed to synthesize it. The reactants are: [C:1]([C@@H:4]1[CH2:8][CH2:7][CH2:6][C@H:5]1[C:9]([O:17][Si:18]([C:21]([CH3:24])([CH3:23])[CH3:22])([CH3:20])[CH3:19])([C:12]1[S:13][CH:14]=[CH:15][N:16]=1)[C:10]#[N:11])(=[O:3])[CH3:2].[Br-].O1CCC[CH2:27]1.